This data is from Full USPTO retrosynthesis dataset with 1.9M reactions from patents (1976-2016). The task is: Predict the reactants needed to synthesize the given product. The reactants are: [CH:1]1[C:13]2[C:12](=O)[C:11]3[C:6](=[CH:7][CH:8]=[CH:9][CH:10]=3)[C:5]=2[C:4](C(Cl)=O)=[CH:3][CH:2]=1.[OH:18]CCOC1C=CC(S(C2C=CC(OCCO)=CC=2)(=O)=O)=CC=1.C(N(CC)CC)C. Given the product [C:1]1(=[O:18])[C:13]2[C:5]([C:6]3[C:11]([CH:12]=2)=[CH:10][CH:9]=[CH:8][CH:7]=3)=[CH:4][CH:3]=[CH:2]1, predict the reactants needed to synthesize it.